Dataset: Peptide-MHC class I binding affinity with 185,985 pairs from IEDB/IMGT. Task: Regression. Given a peptide amino acid sequence and an MHC pseudo amino acid sequence, predict their binding affinity value. This is MHC class I binding data. (1) The peptide sequence is YTIKVSARV. The MHC is Patr-B0101 with pseudo-sequence Patr-B0101. The binding affinity (normalized) is 0.499. (2) The peptide sequence is KTNDFAPAW. The MHC is HLA-A68:02 with pseudo-sequence HLA-A68:02. The binding affinity (normalized) is 0.0847.